Dataset: Reaction yield outcomes from USPTO patents with 853,638 reactions. Task: Predict the reaction yield, written as a fraction of the theoretical maximum amount of product (1.0 means a 100% yield; for example, 0.34 means a 34% yield). (1) The reactants are [F:1][C:2]([F:19])([F:18])[C:3]([N:5]1[CH2:8][CH:7]([CH2:9][C:10]2[CH:15]=[CH:14][CH:13]=[CH:12][C:11]=2[O:16][CH3:17])[CH2:6]1)=[O:4].[Na+].[Br-:21].OOS([O-])=O.[K+].S(S([O-])=O)([O-])(=O)=O.[Na+].[Na+]. The catalyst is CC(C)=O.O.CCOC(C)=O. The product is [Br:21][C:14]1[CH:13]=[CH:12][C:11]([O:16][CH3:17])=[C:10]([CH:15]=1)[CH2:9][CH:7]1[CH2:6][N:5]([C:3](=[O:4])[C:2]([F:1])([F:18])[F:19])[CH2:8]1. The yield is 0.530. (2) The reactants are [OH-].[K+].[C:3]([N:11]1[CH2:24][CH2:23][C:22]2[C:21]3[CH:20]=[CH:19][CH:18]=[CH:17][C:16]=3[N:15]([CH2:25][CH2:26][C:27](OCC)=[O:28])[C:14]=2[CH2:13][CH2:12]1)(=[O:10])[C:4]1[CH:9]=[CH:8][CH:7]=[CH:6][CH:5]=1.Cl. The catalyst is O.C1COCC1. The product is [C:3]([N:11]1[CH2:12][CH2:13][C:14]2[N:15]3[C:16]4[C:17](=[CH:18][CH:19]=[CH:20][C:21]=4[C:22]=2[CH2:23][CH2:24]1)[C:27](=[O:28])[CH2:26][CH2:25]3)(=[O:10])[C:4]1[CH:5]=[CH:6][CH:7]=[CH:8][CH:9]=1. The yield is 0.430. (3) The reactants are [CH3:1][N:2]1[C:6]([C:7]2(O)[CH2:13][CH2:12][CH:11]=[CH:10][CH2:9][CH2:8]2)=[C:5]([N+:15]([O-:17])=[O:16])[CH:4]=[N:3]1.COCCN(S(F)(F)F)CCOC.C([O-])(O)=O.[Na+]. The catalyst is C(Cl)Cl.C1COCC1. The product is [C:7]1([C:6]2[N:2]([CH3:1])[N:3]=[CH:4][C:5]=2[N+:15]([O-:17])=[O:16])=[CH:8][CH2:9][CH:10]=[CH:11][CH2:12][CH2:13]1. The yield is 0.420. (4) The reactants are [CH2:1]([O:8][C:9](=[O:14])[NH:10][CH2:11][CH2:12][OH:13])[C:2]1[CH:7]=[CH:6][CH:5]=[CH:4][CH:3]=1.[Si:15](Cl)([C:28]([CH3:31])([CH3:30])[CH3:29])([C:22]1[CH:27]=[CH:26][CH:25]=[CH:24][CH:23]=1)[C:16]1[CH:21]=[CH:20][CH:19]=[CH:18][CH:17]=1.N1C=CN=C1.C(O)C. The catalyst is CN(C)C=O. The product is [CH2:1]([O:8][C:9](=[O:14])[NH:10][CH2:11][CH2:12][O:13][Si:15]([C:28]([CH3:31])([CH3:30])[CH3:29])([C:22]1[CH:23]=[CH:24][CH:25]=[CH:26][CH:27]=1)[C:16]1[CH:21]=[CH:20][CH:19]=[CH:18][CH:17]=1)[C:2]1[CH:7]=[CH:6][CH:5]=[CH:4][CH:3]=1. The yield is 1.00. (5) The catalyst is O1CCOCC1. The product is [O:1]=[C:2]1[CH:7]=[CH:6][CH:5]=[CH:4][N:3]1[CH:8]([CH3:16])[C:9]([OH:11])=[O:10]. The reactants are [O:1]=[C:2]1[CH:7]=[CH:6][CH:5]=[CH:4][N:3]1[CH:8]([CH3:16])[C:9]([O:11]C(C)(C)C)=[O:10].Cl. The yield is 1.00. (6) The reactants are [OH-].[Na+].[N:3]1([C:12]2[N:17]=[C:16]([CH3:18])[C:15]([CH:19]([CH2:24][CH2:25][CH3:26])[C:20]([O:22]C)=[O:21])=[C:14]([C:27]3[CH:32]=[CH:31][C:30]([CH3:33])=[CH:29][CH:28]=3)[N:13]=2)[C:11]2[C:6](=[CH:7][CH:8]=[CH:9][CH:10]=2)[CH2:5][CH2:4]1. The catalyst is CO. The product is [N:3]1([C:12]2[N:17]=[C:16]([CH3:18])[C:15]([CH:19]([CH2:24][CH2:25][CH3:26])[C:20]([OH:22])=[O:21])=[C:14]([C:27]3[CH:28]=[CH:29][C:30]([CH3:33])=[CH:31][CH:32]=3)[N:13]=2)[C:11]2[C:6](=[CH:7][CH:8]=[CH:9][CH:10]=2)[CH2:5][CH2:4]1. The yield is 0.250. (7) The reactants are [ClH:1].CO[C:4](=O)[CH:5]([NH2:14])[CH2:6][CH2:7][CH2:8][CH2:9][CH2:10][CH2:11][C:12]#[CH:13].[N:16]#[C:17][NH2:18]. No catalyst specified. The product is [ClH:1].[CH2:6]([C:5]1[N:14]=[C:17]([NH2:18])[NH:16][CH:4]=1)[CH2:7][CH2:8][CH2:9][CH2:10][CH2:11][C:12]#[CH:13]. The yield is 0.530. (8) The reactants are [F:1][C:2]1[CH:7]=[CH:6][CH:5]=[C:4]([F:8])[C:3]=1[CH:9]1[CH2:14][O:13][C:12]2[CH:15]=[C:16](B3OC(C)(C)C(C)(C)O3)[CH:17]=[CH:18][C:11]=2[NH:10]1.FC(F)(F)S(O[C:34]1[N:35]=[C:36]([C:40]2[CH:45]=[N:44][CH:43]=[CH:42][N:41]=2)[S:37][C:38]=1[CH3:39])(=O)=O.C(=O)([O-])[O-].[K+].[K+].O1CCOCC1. The catalyst is C1C=CC([P]([Pd]([P](C2C=CC=CC=2)(C2C=CC=CC=2)C2C=CC=CC=2)([P](C2C=CC=CC=2)(C2C=CC=CC=2)C2C=CC=CC=2)[P](C2C=CC=CC=2)(C2C=CC=CC=2)C2C=CC=CC=2)(C2C=CC=CC=2)C2C=CC=CC=2)=CC=1.O. The product is [F:8][C:4]1[CH:5]=[CH:6][CH:7]=[C:2]([F:1])[C:3]=1[CH:9]1[CH2:14][O:13][C:12]2[CH:15]=[C:16]([C:34]3[N:35]=[C:36]([C:40]4[CH:45]=[N:44][CH:43]=[CH:42][N:41]=4)[S:37][C:38]=3[CH3:39])[CH:17]=[CH:18][C:11]=2[NH:10]1. The yield is 0.660. (9) The reactants are [N+:1]([C:4]1[CH:11]=[CH:10][CH:9]=[CH:8][C:5]=1[CH:6]=O)([O-:3])=[O:2].Cl.[S:13]1[CH:17]=[CH:16][N:15]=[C:14]1[C:18](=[NH:20])[NH2:19].O=[C:22]([CH3:29])[CH2:23][C:24]([O:26][CH2:27][CH3:28])=[O:25].C([O-])(=O)C.[Na+]. The catalyst is C(O)C. The product is [CH3:29][C:22]1[NH:19][C:18]([C:14]2[S:13][CH:17]=[CH:16][N:15]=2)=[N:20][CH:6]([C:5]2[CH:8]=[CH:9][CH:10]=[CH:11][C:4]=2[N+:1]([O-:3])=[O:2])[C:23]=1[C:24]([O:26][CH2:27][CH3:28])=[O:25]. The yield is 0.480. (10) The reactants are [N+:1]([C:4]1[CH:9]=[CH:8][C:7]([C:10]2[C:11](=[O:16])[NH:12][CH2:13][CH2:14][N:15]=2)=[CH:6][CH:5]=1)([O-:3])=[O:2].C=O.O.[C:20]([BH3-])#N.[Na+].[OH-].[Na+]. The catalyst is CO.[Cl-].[Zn+2].[Cl-]. The product is [CH3:20][N:15]1[CH2:14][CH2:13][NH:12][C:11](=[O:16])[CH:10]1[C:7]1[CH:6]=[CH:5][C:4]([N+:1]([O-:3])=[O:2])=[CH:9][CH:8]=1. The yield is 1.00.